Dataset: Forward reaction prediction with 1.9M reactions from USPTO patents (1976-2016). Task: Predict the product of the given reaction. (1) Given the reactants [C:1]([C:3]1[C:11]2[CH2:10][CH2:9][NH:8][CH2:7][C:6]=2[S:5][C:4]=1[NH:12][C:13](=[O:20])[C:14]1[CH:19]=[CH:18][CH:17]=[CH:16][CH:15]=1)#[N:2].[CH3:21][O:22][CH2:23][CH2:24][C:25](O)=[O:26], predict the reaction product. The product is: [C:1]([C:3]1[C:11]2[CH2:10][CH2:9][NH:8][CH:7]([C:25]([CH2:24][CH2:23][O:22][CH3:21])=[O:26])[C:6]=2[S:5][C:4]=1[NH:12][C:13](=[O:20])[C:14]1[CH:19]=[CH:18][CH:17]=[CH:16][CH:15]=1)#[N:2]. (2) Given the reactants C1[C:6]([CH2:7][CH2:8][NH2:9])=[CH:5]C=C(S(F)(=O)=O)C=1.[OH:14]CC(CO)O.C1[N:25]([CH2:26][CH2:27][OH:28])CCN(CCS(O)(=O)=O)C1, predict the reaction product. The product is: [NH2:25][C@H:26]([C:27]([OH:28])=[O:14])[CH2:5][CH2:6][CH2:7][CH2:8][NH2:9]. (3) Given the reactants [Br:1][C:2]1[CH:7]=[CH:6][C:5]([CH3:8])=[C:4]([Cl:9])[CH:3]=1.[Br:10]N1C(=O)CCC1=O.C(OOC(=O)C1C=CC=CC=1)(=O)C1C=CC=CC=1, predict the reaction product. The product is: [Br:1][C:2]1[CH:7]=[CH:6][C:5]([CH2:8][Br:10])=[C:4]([Cl:9])[CH:3]=1. (4) Given the reactants [CH2:1]([NH2:4])[CH2:2][NH2:3].C([O-])([O-])=O.[K+].[K+].CCO[C:14]([CH:16](Br)[CH2:17][CH2:18][CH:19](Br)[C:20]([O:22][CH2:23][CH3:24])=[O:21])=[O:15], predict the reaction product. The product is: [O:15]=[C:14]1[NH:4][CH2:1][CH2:2][N:3]2[C@@H:19]([C:20]([O:22][CH2:23][CH3:24])=[O:21])[CH2:18][CH2:17][C@@H:16]12. (5) Given the reactants [OH:1][C:2]1[C:10]2[C@:9]3([CH3:28])[C:11](=[O:27])[C:12](/[C:16](/[CH3:26])=[N:17]/[O:18][CH2:19][C:20](=[CH2:25])[O:21]COC)=[C:13]([OH:15])[CH:14]=[C:8]3[O:7][C:6]=2[C:5]([C:29]([NH:31][CH2:32][C:33]2[C:42]3[C:37](=[CH:38][CH:39]=[CH:40][CH:41]=3)[CH:36]=[CH:35][C:34]=2[CH3:43])=[O:30])=[C:4]([O:44][CH3:45])[CH:3]=1.S(=O)(=O)(O)O, predict the reaction product. The product is: [OH:1][C:2]1[C:10]2[C@:9]3([CH3:28])[C:11](=[O:27])[C:12](/[C:16](=[N:17]/[O:18][CH2:19][C:20](=[O:21])[CH3:25])/[CH3:26])=[C:13]([OH:15])[CH:14]=[C:8]3[O:7][C:6]=2[C:5]([C:29]([NH:31][CH2:32][C:33]2[C:42]3[C:37](=[CH:38][CH:39]=[CH:40][CH:41]=3)[CH:36]=[CH:35][C:34]=2[CH3:43])=[O:30])=[C:4]([O:44][CH3:45])[CH:3]=1. (6) Given the reactants CCOCC.Br[C:7]1[C:20]2[O:19][C:18]3[C:13](=[CH:14][C:15]([C:22]([CH3:25])([CH3:24])[CH3:23])=[CH:16][C:17]=3Br)[C:12]([CH3:27])([CH3:26])[C:11]=2[CH:10]=[C:9]([C:28]([CH3:31])([CH3:30])[CH3:29])[CH:8]=1.[Li]CCCC.[Si:37]([Cl:41])(Cl)([CH3:39])[CH3:38], predict the reaction product. The product is: [Cl:41][Si:37]([CH3:39])([CH3:38])[C:7]1[C:20]2[O:19][C:18]3[C:13](=[CH:14][C:15]([C:22]([CH3:25])([CH3:24])[CH3:23])=[CH:16][C:17]=3[Si:37]([Cl:41])([CH3:39])[CH3:38])[C:12]([CH3:27])([CH3:26])[C:11]=2[CH:10]=[C:9]([C:28]([CH3:31])([CH3:30])[CH3:29])[CH:8]=1. (7) Given the reactants Cl[C:2]1[C:3]2[N:10]([CH2:11][CH2:12][NH:13][C:14](=[O:20])OC(C)(C)C)[CH:9]=[CH:8][C:4]=2[N:5]=[CH:6][N:7]=1.[S:21]1[C:25]2[CH:26]=[CH:27][CH:28]=[C:29]([O:30][C:31]3[C:37]([F:38])=[CH:36][C:34]([NH2:35])=[CH:33][C:32]=3[Cl:39])[C:24]=2[CH:23]=[N:22]1.[C:40](=[O:43])([O-])O.[Na+].[CH:45](O)([CH3:47])[CH3:46], predict the reaction product. The product is: [S:21]1[C:25]2[CH:26]=[CH:27][CH:28]=[C:29]([O:30][C:31]3[C:37]([F:38])=[CH:36][C:34]([NH:35][C:2]4[C:3]5[N:10]([CH2:11][CH2:12][NH:13][C:14](=[O:20])[C:45]([CH3:47])([CH3:46])[CH2:40][OH:43])[CH:9]=[CH:8][C:4]=5[N:5]=[CH:6][N:7]=4)=[CH:33][C:32]=3[Cl:39])[C:24]=2[CH:23]=[N:22]1.